Dataset: NCI-60 drug combinations with 297,098 pairs across 59 cell lines. Task: Regression. Given two drug SMILES strings and cell line genomic features, predict the synergy score measuring deviation from expected non-interaction effect. (1) Drug 1: CC1=CC2C(CCC3(C2CCC3(C(=O)C)OC(=O)C)C)C4(C1=CC(=O)CC4)C. Drug 2: C1=NC2=C(N1)C(=S)N=C(N2)N. Cell line: UACC-257. Synergy scores: CSS=22.4, Synergy_ZIP=-5.82, Synergy_Bliss=1.02, Synergy_Loewe=-9.89, Synergy_HSA=1.07. (2) Drug 1: CC1=C(C=C(C=C1)NC2=NC=CC(=N2)N(C)C3=CC4=NN(C(=C4C=C3)C)C)S(=O)(=O)N.Cl. Drug 2: C1=C(C(=O)NC(=O)N1)N(CCCl)CCCl. Cell line: SF-268. Synergy scores: CSS=18.2, Synergy_ZIP=1.41, Synergy_Bliss=3.95, Synergy_Loewe=-5.25, Synergy_HSA=1.38.